This data is from TCR-epitope binding with 47,182 pairs between 192 epitopes and 23,139 TCRs. The task is: Binary Classification. Given a T-cell receptor sequence (or CDR3 region) and an epitope sequence, predict whether binding occurs between them. (1) The epitope is FLPRVFSAV. The TCR CDR3 sequence is CASSYVGGYGYTF. Result: 1 (the TCR binds to the epitope). (2) The epitope is TTLPVNVAF. The TCR CDR3 sequence is CASSHPAGGPGDTQYF. Result: 0 (the TCR does not bind to the epitope). (3) The epitope is KLVALGINAV. Result: 0 (the TCR does not bind to the epitope). The TCR CDR3 sequence is CASSYPGGYPNTGELFF. (4) The epitope is RLQSLQTYV. The TCR CDR3 sequence is CASSGNEQFF. Result: 0 (the TCR does not bind to the epitope). (5) The epitope is KLWAQCVQL. The TCR CDR3 sequence is CASSLGWGAPNTEAFF. Result: 0 (the TCR does not bind to the epitope).